From a dataset of Forward reaction prediction with 1.9M reactions from USPTO patents (1976-2016). Predict the product of the given reaction. Given the reactants CC1(C)C2C(=C(P(C3C=CC=CC=3)C3C=CC=CC=3)C=CC=2)OC2C(P(C3C=CC=CC=3)C3C=CC=CC=3)=CC=CC1=2.C(=O)([O-])[O-].[Cs+].[Cs+].Cl[C:50]1[N:55]=[C:54]([C:56]([F:59])([F:58])[F:57])[CH:53]=[CH:52][N:51]=1.[NH2:60][C:61]1[CH:62]=[C:63]([C:73]2[N:78]=[C:77]([C:79]3([OH:83])[CH2:82][CH2:81][CH2:80]3)[CH:76]=[CH:75][CH:74]=2)[CH:64]=[C:65]([N:67]2[CH2:72][CH2:71][O:70][CH2:69][CH2:68]2)[CH:66]=1, predict the reaction product. The product is: [N:67]1([C:65]2[CH:64]=[C:63]([C:73]3[N:78]=[C:77]([C:79]4([OH:83])[CH2:82][CH2:81][CH2:80]4)[CH:76]=[CH:75][CH:74]=3)[CH:62]=[C:61]([NH:60][C:50]3[N:55]=[C:54]([C:56]([F:59])([F:58])[F:57])[CH:53]=[CH:52][N:51]=3)[CH:66]=2)[CH2:72][CH2:71][O:70][CH2:69][CH2:68]1.